This data is from Reaction yield outcomes from USPTO patents with 853,638 reactions. The task is: Predict the reaction yield, written as a fraction of the theoretical maximum amount of product (1.0 means a 100% yield; for example, 0.34 means a 34% yield). The reactants are C(=O)([O-])[O-].[Cs+].[Cs+].[NH:7]1[CH2:12][CH2:11][CH2:10][CH:9]([OH:13])[CH2:8]1.C1(P(C2C=CC=CC=2)C2C=CC3C(=CC=CC=3)C=2C2C3C(=CC=CC=3)C=CC=2P(C2C=CC=CC=2)C2C=CC=CC=2)C=CC=CC=1.Br[C:61]1[CH:62]=[CH:63][CH:64]=[C:65]2[C:70]=1[N:69]=[C:68]([C:71]1[N:75]3[CH:76]=[CH:77][C:78]([O:80][CH2:81][CH2:82][O:83][CH3:84])=[CH:79][C:74]3=[N:73][CH:72]=1)[CH:67]=[CH:66]2. The catalyst is C1(C)C=CC=CC=1.C1C=CC(/C=C/C(/C=C/C2C=CC=CC=2)=O)=CC=1.C1C=CC(/C=C/C(/C=C/C2C=CC=CC=2)=O)=CC=1.C1C=CC(/C=C/C(/C=C/C2C=CC=CC=2)=O)=CC=1.[Pd].[Pd].CO.C(Cl)(Cl)Cl. The product is [CH3:84][O:83][CH2:82][CH2:81][O:80][C:78]1[CH:77]=[CH:76][N:75]2[C:71]([C:68]3[CH:67]=[CH:66][C:65]4[C:70](=[C:61]([N:7]5[CH2:12][CH2:11][CH2:10][CH:9]([OH:13])[CH2:8]5)[CH:62]=[CH:63][CH:64]=4)[N:69]=3)=[CH:72][N:73]=[C:74]2[CH:79]=1. The yield is 0.330.